This data is from Forward reaction prediction with 1.9M reactions from USPTO patents (1976-2016). The task is: Predict the product of the given reaction. Given the reactants [CH3:1][NH:2][S:3]([CH:6]1[CH2:10][CH2:9][N:8](C(OCC2C=CC=CC=2)=O)[CH2:7]1)(=[O:5])=[O:4], predict the reaction product. The product is: [CH3:1][NH:2][S:3]([CH:6]1[CH2:10][CH2:9][NH:8][CH2:7]1)(=[O:5])=[O:4].